Dataset: Full USPTO retrosynthesis dataset with 1.9M reactions from patents (1976-2016). Task: Predict the reactants needed to synthesize the given product. Given the product [ClH:55].[NH2:40][C:36]1([C:33]2[CH:34]=[CH:35][C:30]([N:29]3[C:11]4=[N:12][C:13]([C:16]5[CH:17]=[C:18]([NH:22][C:23](=[O:28])[C:24]([OH:27])([CH3:26])[CH3:25])[CH:19]=[CH:20][CH:21]=5)=[CH:14][CH:15]=[C:10]4[N:9]=[C:8]3[C:7]3[C:2]([NH2:1])=[N:3][CH:4]=[CH:5][CH:6]=3)=[CH:31][CH:32]=2)[CH2:37][CH2:38][CH2:39]1, predict the reactants needed to synthesize it. The reactants are: [NH2:1][C:2]1[C:7]([C:8]2[N:29]([C:30]3[CH:35]=[CH:34][C:33]([C:36]4([NH:40]C(=O)OC(C)(C)C)[CH2:39][CH2:38][CH2:37]4)=[CH:32][CH:31]=3)[C:11]3=[N:12][C:13]([C:16]4[CH:21]=[CH:20][CH:19]=[C:18]([NH:22][C:23](=[O:28])[C:24]([OH:27])([CH3:26])[CH3:25])[CH:17]=4)=[CH:14][CH:15]=[C:10]3[N:9]=2)=[CH:6][CH:5]=[CH:4][N:3]=1.FC(F)(F)C(O)=O.[Cl:55]CCl.